From a dataset of Catalyst prediction with 721,799 reactions and 888 catalyst types from USPTO. Predict which catalyst facilitates the given reaction. (1) Reactant: [C:1]([O:5][C:6](=[O:19])[NH:7][C:8]1[CH:13]=[C:12](Cl)[C:11]([Cl:15])=[CH:10][C:9]=1[N+:16]([O-:18])=[O:17])([CH3:4])([CH3:3])[CH3:2].Cl.[CH:21]1([NH:24][CH3:25])[CH2:23][CH2:22]1.CCN(CC)CC. Product: [C:1]([O:5][C:6](=[O:19])[NH:7][C:8]1[CH:13]=[C:12]([N:24]([CH:21]2[CH2:23][CH2:22]2)[CH3:25])[C:11]([Cl:15])=[CH:10][C:9]=1[N+:16]([O-:18])=[O:17])([CH3:4])([CH3:3])[CH3:2]. The catalyst class is: 16. (2) Reactant: [OH:1][CH:2]([C:10]1[CH:15]=[CH:14][C:13]([C:16]2[CH:21]=[CH:20][C:19]([Cl:22])=[CH:18][CH:17]=2)=[CH:12][CH:11]=1)[CH2:3][CH2:4][CH2:5][CH2:6][C:7](O)=[O:8].[NH2:23][NH2:24]. Product: [NH2:23][NH:24][C:7](=[O:8])[CH2:6][CH2:5][CH2:4][CH2:3][CH:2]([C:10]1[CH:15]=[CH:14][C:13]([C:16]2[CH:21]=[CH:20][C:19]([Cl:22])=[CH:18][CH:17]=2)=[CH:12][CH:11]=1)[OH:1]. The catalyst class is: 8. (3) Product: [CH2:1]([O:8][CH2:9][CH2:10][CH2:11][O:12][C:13]1[CH:14]=[CH:15][C:16]([CH:19]2[CH2:24][CH2:23][N:22]([C:25]([O:27][C:28]([CH3:31])([CH3:30])[CH3:29])=[O:26])[CH2:21][CH:20]2[O:32][CH2:33][C:34]2[CH:35]=[C:36]3[C:41](=[CH:42][CH:43]=2)[CH2:40][N:39]([CH3:44])[CH2:38][CH2:37]3)=[CH:17][CH:18]=1)[C:2]1[CH:7]=[CH:6][CH:5]=[CH:4][CH:3]=1. The catalyst class is: 147. Reactant: [CH2:1]([O:8][CH2:9][CH2:10][CH2:11][O:12][C:13]1[CH:18]=[CH:17][C:16]([CH:19]2[CH2:24][CH2:23][N:22]([C:25]([O:27][C:28]([CH3:31])([CH3:30])[CH3:29])=[O:26])[CH2:21][CH:20]2[O:32][CH2:33][C:34]2[CH:35]=[C:36]3[C:41](=[CH:42][CH:43]=2)[CH:40]=[N:39][CH:38]=[CH:37]3)=[CH:15][CH:14]=1)[C:2]1[CH:7]=[CH:6][CH:5]=[CH:4][CH:3]=1.[CH3:44]I.[BH4-].[Na+]. (4) Reactant: [Cl:1][C:2]1[CH:7]=[CH:6][C:5]([C:8]2[CH:13]=[CH:12][N:11]=[C:10]([NH:14][C:15]3[CH:20]=[CH:19][C:18]([C:21]([N:23]4[CH2:28][CH2:27][N:26]([CH2:29][C:30]([OH:32])=O)[CH2:25][CH2:24]4)=[O:22])=[CH:17][CH:16]=3)[N:9]=2)=[CH:4][CH:3]=1.C1C=C[C:36]2N(O)N=[N:39][C:37]=2C=1.CCN=C=NCCCN(C)C.C(N)C. Product: [Cl:1][C:2]1[CH:3]=[CH:4][C:5]([C:8]2[CH:13]=[CH:12][N:11]=[C:10]([NH:14][C:15]3[CH:16]=[CH:17][C:18]([C:21]([N:23]4[CH2:24][CH2:25][N:26]([CH2:29][C:30]([NH:39][CH2:37][CH3:36])=[O:32])[CH2:27][CH2:28]4)=[O:22])=[CH:19][CH:20]=3)[N:9]=2)=[CH:6][CH:7]=1. The catalyst class is: 3. (5) Reactant: [CH2:1]1[S:6][CH2:5][CH2:4][CH2:3][CH2:2]1.[Br:7][CH2:8][C:9](=[O:12])[CH2:10][CH3:11]. Product: [Br-:7].[O:12]=[C:9]([CH2:10][CH3:11])[CH2:8][S+:6]1[CH2:5][CH2:4][CH2:3][CH2:2][CH2:1]1. The catalyst class is: 21. (6) Reactant: [CH2:1]([O:8][C:9]1[CH:14]=[CH:13][N:12]=[C:11]([NH2:15])[CH:10]=1)[C:2]1[CH:7]=[CH:6][CH:5]=[CH:4][CH:3]=1.[Br:16]Br. Product: [CH2:1]([O:8][C:9]1[C:14]([Br:16])=[CH:13][N:12]=[C:11]([NH2:15])[CH:10]=1)[C:2]1[CH:3]=[CH:4][CH:5]=[CH:6][CH:7]=1. The catalyst class is: 15. (7) The catalyst class is: 2. Product: [Cl:16][C:17]1[CH:22]=[CH:21][C:20]([C:23](=[CH2:27])[C:24]([O:8][S:1]([C:4]([F:7])([F:6])[F:5])(=[O:3])=[O:2])=[CH2:25])=[CH:19][CH:18]=1. Reactant: [S:1]([O:8]S(C(F)(F)F)(=O)=O)([C:4]([F:7])([F:6])[F:5])(=[O:3])=[O:2].[Cl:16][C:17]1[CH:22]=[CH:21][C:20]([C:23](=[CH2:27])[C:24](=O)[CH3:25])=[CH:19][CH:18]=1.C(C1C=C(C)C=C(C(C)(C)C)N=1)(C)(C)C.